Binary Classification. Given a drug SMILES string, predict its activity (active/inactive) in a high-throughput screening assay against a specified biological target. From a dataset of M1 muscarinic receptor agonist screen with 61,833 compounds. (1) The compound is ON1C(C(=NC1c1cccnc1)c1ccccc1)(C)C. The result is 0 (inactive). (2) The compound is O(CCCn1c(=O)c2[nH]c3c(c2nc1)ccc(OC)c3)CC. The result is 0 (inactive).